This data is from Catalyst prediction with 721,799 reactions and 888 catalyst types from USPTO. The task is: Predict which catalyst facilitates the given reaction. (1) Reactant: C1CCCCC=1.O1CCCC1.B.[CH2:13]([N:20]([CH2:24][C:25]1[CH:30]=[C:29]([C:31]([F:34])([F:33])[F:32])[CH:28]=[CH:27][C:26]=1[C:35]1[C:36]([O:43]C)=[N:37][CH:38]=[C:39]([C:41]#[CH:42])[CH:40]=1)[C:21](=[O:23])[CH3:22])[C:14]1[CH:19]=[CH:18][CH:17]=[CH:16][CH:15]=1.[OH-:45].[Na+].[OH:47]O.Cl. Product: [C:21]([N:20]([CH2:24][C:25]1[CH:30]=[C:29]([C:31]([F:32])([F:33])[F:34])[CH:28]=[CH:27][C:26]=1[C:35]1[CH:40]=[C:39]([CH2:41][C:42]([OH:47])=[O:45])[CH:38]=[N:37][C:36]=1[OH:43])[CH2:13][C:14]1[CH:19]=[CH:18][CH:17]=[CH:16][CH:15]=1)(=[O:23])[CH3:22]. The catalyst class is: 36. (2) Reactant: C(N(CC)CC)C.[CH3:8][S:9](Cl)(=[O:11])=[O:10].[NH2:13][C:14]1[N:19]=[C:18]([N:20]2[C@H:25]([CH3:26])[CH2:24][O:23][C@H:22]([CH2:27][OH:28])[CH2:21]2)[CH:17]=[C:16]([Cl:29])[N:15]=1.C([O-])(O)=O.[Na+]. Product: [CH3:8][S:9]([O:28][CH2:27][C@H:22]1[O:23][CH2:24][C@@H:25]([CH3:26])[N:20]([C:18]2[CH:17]=[C:16]([Cl:29])[N:15]=[C:14]([NH2:13])[N:19]=2)[CH2:21]1)(=[O:11])=[O:10]. The catalyst class is: 2. (3) Reactant: [O:1]=[C:2]1[C:11]2[C:6](=[N:7][C:8]([C:19]3[CH:24]=[CH:23][C:22]([CH3:25])=[CH:21][CH:20]=3)=[C:9]([C:12]3[CH:17]=[CH:16][C:15]([CH3:18])=[CH:14][CH:13]=3)[N:10]=2)[N:5]([C:26]([O:28][C:29]([CH3:32])([CH3:31])[CH3:30])=[O:27])[CH2:4][CH2:3]1.[CH3:33][Mg+].[Br-].[Cl-].[NH4+]. The catalyst class is: 1. Product: [OH:1][C:2]1([CH3:33])[C:11]2[C:6](=[N:7][C:8]([C:19]3[CH:24]=[CH:23][C:22]([CH3:25])=[CH:21][CH:20]=3)=[C:9]([C:12]3[CH:13]=[CH:14][C:15]([CH3:18])=[CH:16][CH:17]=3)[N:10]=2)[N:5]([C:26]([O:28][C:29]([CH3:32])([CH3:31])[CH3:30])=[O:27])[CH2:4][CH2:3]1. (4) The catalyst class is: 7. Product: [OH:29][CH2:28][CH:27]([NH:26][C:2]([NH:1][C:4]1[CH:9]=[CH:8][C:7]([C:10]2[N:14]=[CH:13][N:12]([C:15]3[CH:20]=[CH:19][C:18]([O:21][C:22]([F:25])([F:24])[F:23])=[CH:17][CH:16]=3)[N:11]=2)=[CH:6][CH:5]=1)=[S:3])[C:30]1[CH:35]=[CH:34][C:33]([O:36][CH3:37])=[CH:32][CH:31]=1. Reactant: [N:1]([C:4]1[CH:9]=[CH:8][C:7]([C:10]2[N:14]=[CH:13][N:12]([C:15]3[CH:20]=[CH:19][C:18]([O:21][C:22]([F:25])([F:24])[F:23])=[CH:17][CH:16]=3)[N:11]=2)=[CH:6][CH:5]=1)=[C:2]=[S:3].[NH2:26][CH:27]([C:30]1[CH:35]=[CH:34][C:33]([O:36][CH3:37])=[CH:32][CH:31]=1)[CH2:28][OH:29]. (5) Reactant: [CH2:1]([O:8][CH2:9][CH:10]=[CH:11][CH2:12][C@H:13]1[CH2:17][C@H:16]([C:18]2[CH:23]=[CH:22][C:21]([F:24])=[CH:20][CH:19]=2)[O:15][C:14]1=[O:25])[C:2]1[CH:7]=[CH:6][CH:5]=[CH:4][CH:3]=1.[OH-:26].[K+]. Product: [CH2:1]([O:8][CH2:9][CH:10]=[CH:11][CH2:12][C@@H:13]([CH2:17][C@H:16]([C:18]1[CH:23]=[CH:22][C:21]([F:24])=[CH:20][CH:19]=1)[OH:15])[C:14]([OH:25])=[O:26])[C:2]1[CH:7]=[CH:6][CH:5]=[CH:4][CH:3]=1. The catalyst class is: 12. (6) Reactant: [F:1][C:2]([F:11])([C:5]1[CH:10]=[CH:9][CH:8]=[CH:7][CH:6]=1)[C:3]#[N:4].Cl.[NH2:13][OH:14].C(=O)([O-])[O-].[Na+].[Na+]. Product: [F:1][C:2]([F:11])([C:5]1[CH:6]=[CH:7][CH:8]=[CH:9][CH:10]=1)/[C:3](=[N:13]/[OH:14])/[NH2:4]. The catalyst class is: 8. (7) Reactant: O=[C:2]1[C:10]2[C:5](=[CH:6][CH:7]=[CH:8][CH:9]=2)[CH:4]([C:11]([O:13][CH3:14])=[O:12])[CH2:3]1.[CH3:15][O:16][C:17]1[CH:22]=[CH:21][C:20]([C@@H:23]([NH2:25])[CH3:24])=[CH:19][CH:18]=1.O.C1(C)C=CC(S(O)(=O)=O)=CC=1.S([O-])([O-])(=O)=O.[Mg+2].[BH4-].[Na+]. Product: [CH3:15][O:16][C:17]1[CH:22]=[CH:21][C:20]([C@@H:23]([NH:25][C@@H:2]2[C:10]3[C:5](=[CH:6][CH:7]=[CH:8][CH:9]=3)[CH:4]([C:11]([O:13][CH3:14])=[O:12])[CH2:3]2)[CH3:24])=[CH:19][CH:18]=1. The catalyst class is: 234. (8) Reactant: [CH:1]1([CH2:8][CH2:9][NH:10][C:11](=[O:42])[C@H:12]([CH3:41])[C@H:13]([C@@H:16]2[CH2:20][CH2:19][CH2:18][N:17]2[C:21](=[O:40])[CH2:22][C@@H:23]([O:38][CH3:39])[C@@H:24]([N:29]([CH3:37])[C:30](=[O:36])[C@H:31]([CH:33]([CH3:35])[CH3:34])[NH2:32])[C@@H:25]([CH3:28])[CH2:26][CH3:27])[O:14][CH3:15])[CH:7]=[CH:6][CH:5]=[CH:4][CH:3]=[CH:2]1.[C:43]([O:47][C:48]([N:50]1[CH2:55][CH2:54][CH2:53][CH2:52][C@@:51]1([CH3:59])[C:56](O)=[O:57])=[O:49])([CH3:46])([CH3:45])[CH3:44].CN(C(ON1N=NC2C=CC=NC1=2)=[N+](C)C)C.F[P-](F)(F)(F)(F)F.C(N(CC)C(C)C)(C)C. Product: [CH:1]1([CH2:8][CH2:9][NH:10][C:11](=[O:42])[C@H:12]([CH3:41])[C@H:13]([C@@H:16]2[CH2:20][CH2:19][CH2:18][N:17]2[C:21](=[O:40])[CH2:22][C@@H:23]([O:38][CH3:39])[C@@H:24]([N:29]([CH3:37])[C:30](=[O:36])[C@@H:31]([NH:32][C:56]([C@:51]2([CH3:59])[CH2:52][CH2:53][CH2:54][CH2:55][N:50]2[C:48]([O:47][C:43]([CH3:46])([CH3:45])[CH3:44])=[O:49])=[O:57])[CH:33]([CH3:34])[CH3:35])[C@@H:25]([CH3:28])[CH2:26][CH3:27])[O:14][CH3:15])[CH:7]=[CH:6][CH:5]=[CH:4][CH:3]=[CH:2]1. The catalyst class is: 4. (9) Reactant: [F:1][C:2]([F:20])([F:19])[C:3]1[N:8]=[CH:7][C:6]([C@H:9]([NH:11][C:12](=[O:18])[O:13][C:14]([CH3:17])([CH3:16])[CH3:15])[CH3:10])=[CH:5][CH:4]=1.C(C1C=C(C)C=C(C(C)(C)C)C=1[OH:36])(C)(C)C.ClC1C=CC=C(C(OO)=O)C=1.S([O-])([O-])(=O)=S.[Na+].[Na+].C(=O)(O)[O-].[Na+]. Product: [O-:36][N+:8]1[C:3]([C:2]([F:19])([F:1])[F:20])=[CH:4][CH:5]=[C:6]([C@H:9]([NH:11][C:12](=[O:18])[O:13][C:14]([CH3:15])([CH3:16])[CH3:17])[CH3:10])[CH:7]=1. The catalyst class is: 22. (10) Reactant: CN(C(ON1N=NC2C=CC=NC1=2)=[N+](C)C)C.F[P-](F)(F)(F)(F)F.[NH2:25][C:26]1[C:27]([C:36]([OH:38])=O)=[CH:28][C:29]2[C:34]([CH:35]=1)=[CH:33][CH:32]=[CH:31][CH:30]=2.[NH2:39][CH:40]([CH2:45][CH2:46][CH2:47][CH2:48][CH3:49])[C:41]([O:43][CH3:44])=[O:42].C(N(C(C)C)CC)(C)C. Product: [NH2:25][C:26]1[C:27]([C:36]([NH:39][CH:40]([CH2:45][CH2:46][CH2:47][CH2:48][CH3:49])[C:41]([O:43][CH3:44])=[O:42])=[O:38])=[CH:28][C:29]2[C:34]([CH:35]=1)=[CH:33][CH:32]=[CH:31][CH:30]=2. The catalyst class is: 3.